This data is from Forward reaction prediction with 1.9M reactions from USPTO patents (1976-2016). The task is: Predict the product of the given reaction. (1) Given the reactants [Cl:1][C:2]1[CH:7]=[CH:6][C:5]([NH:8][C:9]([NH:11][CH2:12][CH:13]2[O:18][CH2:17][CH2:16][NH:15][CH2:14]2)=[O:10])=[CH:4][CH:3]=1.[Cl:19][C:20]1[CH:21]=[C:22]([CH:26]=[CH:27][C:28]=1[Cl:29])[C:23](Cl)=[O:24], predict the reaction product. The product is: [Cl:1][C:2]1[CH:7]=[CH:6][C:5]([NH:8][C:9]([NH:11][CH2:12][CH:13]2[O:18][CH2:17][CH2:16][N:15]([C:23](=[O:24])[C:22]3[CH:26]=[CH:27][C:28]([Cl:29])=[C:20]([Cl:19])[CH:21]=3)[CH2:14]2)=[O:10])=[CH:4][CH:3]=1. (2) Given the reactants [Cl:1][C:2]1[CH:3]=[C:4]([Mg]Br)[CH:5]=[CH:6][CH:7]=1.Br[C:11]1[CH:16]=[CH:15][CH:14]=[CH:13][N:12]=1.[Cl-].[NH4+], predict the reaction product. The product is: [Cl:1][C:2]1[CH:3]=[C:4]([C:11]2[CH:16]=[CH:15][CH:14]=[CH:13][N:12]=2)[CH:5]=[CH:6][CH:7]=1. (3) Given the reactants [O:1]1[CH2:6][CH:5]=[C:4]([C:7]2[C:8]([F:13])=[N:9][CH:10]=[CH:11][CH:12]=2)[CH2:3][CH2:2]1, predict the reaction product. The product is: [F:13][C:8]1[C:7]([CH:4]2[CH2:5][CH2:6][O:1][CH2:2][CH2:3]2)=[CH:12][CH:11]=[CH:10][N:9]=1. (4) Given the reactants [C:1]1([NH2:8])[CH:6]=[CH:5][CH:4]=[CH:3][C:2]=1[NH2:7].[CH3:9][NH:10][C:11]1[CH:19]=[CH:18][C:14]([C:15](O)=O)=[CH:13][CH:12]=1.[OH-].[Na+], predict the reaction product. The product is: [NH:7]1[C:2]2[CH:3]=[CH:4][CH:5]=[CH:6][C:1]=2[N:8]=[C:15]1[C:14]1[CH:18]=[CH:19][C:11]([NH:10][CH3:9])=[CH:12][CH:13]=1. (5) Given the reactants C[O:2][C:3](=O)[CH:4]([NH:16][S:17]([C:20]1[CH:25]=[CH:24][C:23]([Cl:26])=[CH:22][CH:21]=1)(=[O:19])=[O:18])[CH:5]([CH2:11][C:12]([F:15])([F:14])[F:13])[CH2:6][C:7]([F:10])([F:9])[F:8].[Li+].[BH4-], predict the reaction product. The product is: [Cl:26][C:23]1[CH:24]=[CH:25][C:20]([S:17]([NH:16][CH:4]([CH2:3][OH:2])[CH:5]([CH2:6][C:7]([F:8])([F:9])[F:10])[CH2:11][C:12]([F:14])([F:13])[F:15])(=[O:18])=[O:19])=[CH:21][CH:22]=1. (6) Given the reactants [ClH:1].[NH2:2][C:3]1[NH:8][C:7]2[NH:9][CH:10]=[C:11]([CH2:12][CH2:13][C:14]3[CH:31]=[CH:30][C:17]([C:18]([NH:20][C@H:21]([C:27]([OH:29])=[O:28])[CH2:22][CH2:23][C:24]([OH:26])=[O:25])=[O:19])=[CH:16][CH:15]=3)[C:6]=2[C:5](=[O:32])[N:4]=1.[OH-].[Na+:34].[CH2:35]([OH:46])[C@H:36]([C@H:38]([C@@H:40]([C@@H:42]([CH2:44][OH:45])[OH:43])[OH:41])[OH:39])[OH:37], predict the reaction product. The product is: [Na+:34].[Na+:34].[NH2:2][C:3]1[NH:8][C:7]2[NH:9][CH:10]=[C:11]([CH2:12][CH2:13][C:14]3[CH:15]=[CH:16][C:17]([C:18]([NH:20][C@H:21]([C:27]([O-:29])=[O:28])[CH2:22][CH2:23][C:24]([O-:26])=[O:25])=[O:19])=[CH:30][CH:31]=3)[C:6]=2[C:5](=[O:32])[N:4]=1.[CH2:44]([OH:45])[C@H:42]([C@H:40]([C@@H:38]([C@@H:36]([CH2:35][OH:46])[OH:37])[OH:39])[OH:41])[OH:43].[Cl-:1].[Na+:34]. (7) Given the reactants [F:1][C:2]([F:14])([F:13])[C:3]([NH:5][CH2:6][CH:7]1[O:12][CH2:11][CH2:10][NH:9][CH2:8]1)=[O:4].C(=O)([O-])[O-].[K+].[K+].[I-].[Na+].[Cl:23][C:24]1[CH:25]=[C:26]([CH:29]=[CH:30][C:31]=1[Cl:32])[CH2:27]Cl, predict the reaction product. The product is: [Cl:23][C:24]1[CH:25]=[C:26]([CH:29]=[CH:30][C:31]=1[Cl:32])[CH2:27][N:9]1[CH2:10][CH2:11][O:12][CH:7]([CH2:6][NH:5][C:3](=[O:4])[C:2]([F:13])([F:1])[F:14])[CH2:8]1. (8) The product is: [NH2:2][C:3]1[C:4]2[C:14]([O:15][CH2:16][C@H:17]3[CH2:22][CH2:21][CH2:20][CH2:19][N:18]3[C:30](=[O:31])[CH2:29][C:26]3[CH:27]=[CH:28][N:23]=[CH:24][N:25]=3)=[CH:13][CH:12]=[CH:11][C:5]=2[NH:6][S:7](=[O:9])(=[O:10])[N:8]=1. Given the reactants Cl.[NH2:2][C:3]1[C:4]2[C:14]([O:15][CH2:16][C@H:17]3[CH2:22][CH2:21][CH2:20][CH2:19][NH2+:18]3)=[CH:13][CH:12]=[CH:11][C:5]=2[NH:6][S:7](=[O:10])(=[O:9])[N:8]=1.[N:23]1[CH:28]=[CH:27][C:26]([CH2:29][C:30](O)=[O:31])=[N:25][CH:24]=1, predict the reaction product. (9) The product is: [CH3:1][N:2]1[C:7](=[O:8])[CH:6]=[C:5]([C:9]2[CH:14]=[CH:13][N:12]=[CH:11][N:10]=2)[N:4]=[C:3]1[O:15][CH:16]1[CH2:21][CH2:20][N:19]([CH2:23][CH2:24][CH:25]2[CH2:26][CH2:27][N:28]([C:31]([O:33][C:34]([CH3:35])([CH3:37])[CH3:36])=[O:32])[CH2:29][CH2:30]2)[CH2:18][CH2:17]1. Given the reactants [CH3:1][N:2]1[C:7](=[O:8])[CH:6]=[C:5]([C:9]2[CH:14]=[CH:13][N:12]=[CH:11][N:10]=2)[N:4]=[C:3]1[O:15][CH:16]1[CH2:21][CH2:20][NH:19][CH2:18][CH2:17]1.O=[CH:23][CH2:24][CH:25]1[CH2:30][CH2:29][N:28]([C:31]([O:33][C:34]([CH3:37])([CH3:36])[CH3:35])=[O:32])[CH2:27][CH2:26]1.C(O[BH-](OC(=O)C)OC(=O)C)(=O)C.[Na+], predict the reaction product. (10) The product is: [F:3][C:4]1[CH:12]=[C:11]2[C:7]([C:8]3([CH2:33][CH2:32]3)[C:9](=[O:30])[N:10]2[CH:13]2[CH2:14][CH2:15][N:16]([C:19]3([CH3:29])[CH2:23][CH2:22][N:21]([C:24]([O:26][CH2:27][CH3:28])=[O:25])[CH2:20]3)[CH2:17][CH2:18]2)=[CH:6][CH:5]=1. Given the reactants [H-].[Na+].[F:3][C:4]1[CH:12]=[C:11]2[C:7]([CH2:8][C:9](=[O:30])[N:10]2[CH:13]2[CH2:18][CH2:17][N:16]([C:19]3([CH3:29])[CH2:23][CH2:22][N:21]([C:24]([O:26][CH2:27][CH3:28])=[O:25])[CH2:20]3)[CH2:15][CH2:14]2)=[CH:6][CH:5]=1.Br[CH2:32][CH2:33]Br, predict the reaction product.